This data is from Forward reaction prediction with 1.9M reactions from USPTO patents (1976-2016). The task is: Predict the product of the given reaction. Given the reactants Br.[NH:2]1[CH2:7][CH2:6][CH2:5][CH:4]([S:8][C:9]2[CH:14]=[CH:13][C:12]([OH:15])=[CH:11][CH:10]=2)[CH2:3]1.[CH2:16]([CH:24]1[CH2:26][O:25]1)[CH2:17][C:18]1[CH:23]=[CH:22][CH:21]=[CH:20][CH:19]=1, predict the reaction product. The product is: [OH:25][CH:24]([CH2:16][CH2:17][C:18]1[CH:23]=[CH:22][CH:21]=[CH:20][CH:19]=1)[CH2:26][N:2]1[CH2:7][CH2:6][CH2:5][CH:4]([S:8][C:9]2[CH:14]=[CH:13][C:12]([OH:15])=[CH:11][CH:10]=2)[CH2:3]1.